From a dataset of Catalyst prediction with 721,799 reactions and 888 catalyst types from USPTO. Predict which catalyst facilitates the given reaction. (1) Reactant: [CH2:1]([N:3]1[CH2:8][CH2:7][N:6]([CH2:9][C:10]2[CH:15]=[CH:14][C:13]([NH:16]C(=O)C(F)(F)F)=[CH:12][C:11]=2[C:23]([F:26])([F:25])[F:24])[CH2:5][CH2:4]1)[CH3:2].C([O-])([O-])=O.[K+].[K+]. Product: [CH2:1]([N:3]1[CH2:8][CH2:7][N:6]([CH2:9][C:10]2[CH:15]=[CH:14][C:13]([NH2:16])=[CH:12][C:11]=2[C:23]([F:26])([F:24])[F:25])[CH2:5][CH2:4]1)[CH3:2]. The catalyst class is: 24. (2) Reactant: [N+:1]([C:4]1[CH:13]=[CH:12][C:7]([CH:8]=[CH:9][CH:10]=[O:11])=[CH:6][CH:5]=1)([O-:3])=[O:2].C1(C)C=CC(S([CH2:23][N+:24]#[C-:25])(=O)=O)=CC=1.C(=O)([O-])[O-].[K+].[K+]. Product: [N+:1]([C:4]1[CH:5]=[CH:6][C:7](/[CH:8]=[CH:9]/[C:10]2[O:11][CH:25]=[N:24][CH:23]=2)=[CH:12][CH:13]=1)([O-:3])=[O:2]. The catalyst class is: 5. (3) Reactant: [Cl:1][C:2]1[CH:3]=[C:4]([CH:18]=[C:19]([NH:21][S:22]([CH3:25])(=[O:24])=[O:23])[CH:20]=1)[C:5]([NH:7][CH2:8][C:9]1[CH:14]=[CH:13][C:12]([C:15]#[N:16])=[CH:11][C:10]=1[OH:17])=[O:6].C(=O)([O-])[O-].[Cs+].[Cs+].Cl[CH2:33][C:34]([NH:36][CH3:37])=[O:35].[I-].[K+]. Product: [Cl:1][C:2]1[CH:3]=[C:4]([CH:18]=[C:19]([NH:21][S:22]([CH3:25])(=[O:24])=[O:23])[CH:20]=1)[C:5]([NH:7][CH2:8][C:9]1[CH:14]=[CH:13][C:12]([C:15]#[N:16])=[CH:11][C:10]=1[O:17][CH2:33][C:34](=[O:35])[NH:36][CH3:37])=[O:6]. The catalyst class is: 10. (4) Product: [C:6]([C@@H:14]([NH:15][S@:16]([C:18]1[CH:19]=[CH:20][C:21]([CH3:24])=[CH:22][CH:23]=1)=[O:17])[C@@H:13]([CH3:12])[C@@H:25]([O:27][CH:28]1[CH2:33][CH2:32][CH2:31][CH2:30][O:29]1)[CH3:26])#[N:7]. Reactant: [Al]([C:6]#[N:7])(CC)CC.C(O)(C)C.[CH3:12][C@@H:13]([C@@H:25]([O:27][CH:28]1[CH2:33][CH2:32][CH2:31][CH2:30][O:29]1)[CH3:26])[CH:14]=[N:15][S@:16]([C:18]1[CH:23]=[CH:22][C:21]([CH3:24])=[CH:20][CH:19]=1)=[O:17].C([O-])(O)=O.[Na+]. The catalyst class is: 765. (5) Reactant: [C:1]([N:5]1[CH2:8][CH:7]([C:9]2[N:14]=[CH:13][C:12]([NH:15][S:16]([C:19]3[CH:24]=[CH:23][C:22]([O:25][C:26]([F:29])([F:28])[F:27])=[CH:21][CH:20]=3)(=[O:18])=[O:17])=[CH:11][CH:10]=2)[CH2:6]1)(=O)[CH2:2][CH3:3].B.C1COCC1. Product: [CH2:1]([N:5]1[CH2:8][CH:7]([C:9]2[N:14]=[CH:13][C:12]([NH:15][S:16]([C:19]3[CH:24]=[CH:23][C:22]([O:25][C:26]([F:28])([F:29])[F:27])=[CH:21][CH:20]=3)(=[O:18])=[O:17])=[CH:11][CH:10]=2)[CH2:6]1)[CH2:2][CH3:3]. The catalyst class is: 1. (6) Reactant: [CH3:1][N:2]([CH3:17])[CH2:3][C:4]([NH:6][C:7]1[CH:12]=[CH:11][C:10]([CH3:13])=[C:9]([N+:14]([O-])=O)[CH:8]=1)=[O:5]. Product: [NH2:14][C:9]1[CH:8]=[C:7]([NH:6][C:4](=[O:5])[CH2:3][N:2]([CH3:17])[CH3:1])[CH:12]=[CH:11][C:10]=1[CH3:13]. The catalyst class is: 78. (7) Reactant: [OH:1][CH2:2][CH2:3][NH:4][C:5]([C:7]1[C:16]2[C:11](=[CH:12][CH:13]=[CH:14][CH:15]=2)[N:10]=[C:9]([OH:17])[CH:8]=1)=[O:6].[C:18]([O:22][C:23]([NH:25][CH2:26][CH2:27][CH2:28][CH2:29][CH2:30][CH2:31]Br)=[O:24])([CH3:21])([CH3:20])[CH3:19].C(=O)([O-])[O-].[Cs+].[Cs+].CN(C)C=O. Product: [C:18]([O:22][C:23]([NH:25][CH2:26][CH2:27][CH2:28][CH2:29][CH2:30][CH2:31][N:10]1[C:11]2[C:16](=[CH:15][CH:14]=[CH:13][CH:12]=2)[C:7]([C:5](=[O:6])[NH:4][CH2:3][CH2:2][OH:1])=[CH:8][C:9]1=[O:17])=[O:24])([CH3:21])([CH3:20])[CH3:19]. The catalyst class is: 6. (8) Reactant: C=CC1C=CC=CC=1.C=CC1C=CC=CC=1.[CH3:17][C:18]([N:29]=[C:30]=[O:31])([CH3:28])[C:19]1[CH:24]=[CH:23][CH:22]=[C:21]([C:25]([CH3:27])=[CH2:26])[CH:20]=1. Product: [CH3:28][C:18]([N:29]=[C:30]=[O:31])([CH3:17])[C:19]1[CH:24]=[CH:23][CH:22]=[C:21]([C:25]([CH3:27])=[CH2:26])[CH:20]=1. The catalyst class is: 5. (9) Reactant: [CH2:1]([O:5][C:6]1[CH:11]=[CH:10][C:9]([S:12](Cl)(=[O:14])=[O:13])=[CH:8][CH:7]=1)[CH2:2][CH2:3][CH3:4].[F-:16].[K+]. Product: [CH2:1]([O:5][C:6]1[CH:11]=[CH:10][C:9]([S:12]([F:16])(=[O:14])=[O:13])=[CH:8][CH:7]=1)[CH2:2][CH2:3][CH3:4]. The catalyst class is: 10. (10) Reactant: Cl[C:2]([O:4][C:5]1[CH:10]=[CH:9][CH:8]=[CH:7][CH:6]=1)=[O:3].[NH2:11][C:12]1[CH:41]=[CH:40][C:15]([O:16][C:17]2[CH:22]=[CH:21][N:20]=[C:19]([NH:23][C:24](=[O:39])[CH2:25][CH:26]3[CH2:31][CH2:30][N:29]([C:32]([O:34][C:35]([CH3:38])([CH3:37])[CH3:36])=[O:33])[CH2:28][CH2:27]3)[CH:18]=2)=[CH:14][C:13]=1[Cl:42].N1C=CC=CC=1.CN(C)C=O. Product: [Cl:42][C:13]1[CH:14]=[C:15]([CH:40]=[CH:41][C:12]=1[NH:11][C:2]([O:4][C:5]1[CH:10]=[CH:9][CH:8]=[CH:7][CH:6]=1)=[O:3])[O:16][C:17]1[CH:22]=[CH:21][N:20]=[C:19]([NH:23][C:24](=[O:39])[CH2:25][CH:26]2[CH2:31][CH2:30][N:29]([C:32]([O:34][C:35]([CH3:38])([CH3:36])[CH3:37])=[O:33])[CH2:28][CH2:27]2)[CH:18]=1. The catalyst class is: 6.